From a dataset of Catalyst prediction with 721,799 reactions and 888 catalyst types from USPTO. Predict which catalyst facilitates the given reaction. Reactant: C(N(CC)C(C)C)C.[F:9][C:10]1[CH:11]=[C:12]([C:16]2[N:21]=[C:20]([CH3:22])[C:19]([C:23]([OH:25])=O)=[CH:18][N:17]=2)[CH:13]=[CH:14][CH:15]=1.[N:26]1([NH2:35])[C:30]2=[CH:31][N:32]=[CH:33][CH:34]=[C:29]2[CH:28]=[CH:27]1.CN(C(ON1N=NC2C=CC=CC1=2)=[N+](C)C)C.[B-](F)(F)(F)F. Product: [N:26]1([NH:35][C:23]([C:19]2[C:20]([CH3:22])=[N:21][C:16]([C:12]3[CH:13]=[CH:14][CH:15]=[C:10]([F:9])[CH:11]=3)=[N:17][CH:18]=2)=[O:25])[C:30]2=[CH:31][N:32]=[CH:33][CH:34]=[C:29]2[CH:28]=[CH:27]1. The catalyst class is: 18.